The task is: Predict the reactants needed to synthesize the given product.. This data is from Full USPTO retrosynthesis dataset with 1.9M reactions from patents (1976-2016). Given the product [I:19][C:20]1[N:21]=[CH:22][N:23]([C:2]2[N:6]([CH3:7])[N:5]=[C:4]([C:8]([F:14])([F:13])[C:9]([F:12])([F:11])[F:10])[C:3]=2[C:15]([F:18])([F:17])[F:16])[CH:24]=1, predict the reactants needed to synthesize it. The reactants are: F[C:2]1[N:6]([CH3:7])[N:5]=[C:4]([C:8]([F:14])([F:13])[C:9]([F:12])([F:11])[F:10])[C:3]=1[C:15]([F:18])([F:17])[F:16].[I:19][C:20]1[N:21]=[CH:22][NH:23][CH:24]=1.C(=O)([O-])[O-].[K+].[K+].